From a dataset of Forward reaction prediction with 1.9M reactions from USPTO patents (1976-2016). Predict the product of the given reaction. (1) Given the reactants Br[C:2]1[CH:17]=[CH:16][C:5]2[NH:6][C:7](C(OC(C)(C)C)=O)=[N:8][C:4]=2[CH:3]=1.BrC1C=C[C:22]2[NH:23][CH:24]=[N:25][C:21]=2C=1.C(OC(OC(C)(C)C)=O)([O:30][C:31](C)(C)[CH3:32])=O.C(N(CC)CC)C.C[N:51]([C:53]1[CH:58]=[CH:57][CH:56]=[CH:55][N:54]=1)[CH3:52].[O:59]1CCCC1, predict the reaction product. The product is: [NH:6]1[C:5]2[CH:16]=[CH:17][C:2]([C:22]3[N:23]=[C:24]4[N:54]([CH2:55][CH:56]5[CH2:57][CH2:58][O:30][CH2:31][CH2:32]5)[C:53](=[O:59])[NH:51][C:52]4=[N:25][CH:21]=3)=[CH:3][C:4]=2[N:8]=[CH:7]1. (2) The product is: [CH2:36]([O:35][C:32]1[CH:33]=[CH:34][C:29]([C:26]2[CH:27]=[CH:28][C:23]([CH2:22][O:10][C:7]3[CH:8]=[CH:9][C:4]([O:3][CH2:1][CH3:2])=[C:5]([F:12])[C:6]=3[F:11])=[CH:24][CH:25]=2)=[C:30]([F:39])[C:31]=1[F:38])[CH3:37]. Given the reactants [CH2:1]([O:3][C:4]1[CH:9]=[CH:8][C:7]([OH:10])=[C:6]([F:11])[C:5]=1[F:12])[CH3:2].P([O-])([O-])([O-])=O.[K+].[K+].[K+].Cl[CH2:22][C:23]1[CH:28]=[CH:27][C:26]([C:29]2[CH:34]=[CH:33][C:32]([O:35][CH2:36][CH3:37])=[C:31]([F:38])[C:30]=2[F:39])=[CH:25][CH:24]=1, predict the reaction product. (3) Given the reactants [F:1][C:2]([F:33])([F:32])[C:3]1[CH:4]=[C:5]([C@H:13]2[O:17][C:16](=[O:18])[N:15]([CH2:19][C:20]3[C:25]([Br:26])=[CH:24][N:23]=[C:22](S(C)(=O)=O)[N:21]=3)[C@H:14]2[CH3:31])[CH:6]=[C:7]([C:9]([F:12])([F:11])[F:10])[CH:8]=1.[F:34][C:35]1([F:39])[CH2:38][NH:37][CH2:36]1.C(N(C(C)C)CC)(C)C, predict the reaction product. The product is: [F:1][C:2]([F:33])([F:32])[C:3]1[CH:4]=[C:5]([C@H:13]2[O:17][C:16](=[O:18])[N:15]([CH2:19][C:20]3[C:25]([Br:26])=[CH:24][N:23]=[C:22]([N:37]4[CH2:38][C:35]([F:39])([F:34])[CH2:36]4)[N:21]=3)[C@H:14]2[CH3:31])[CH:6]=[C:7]([C:9]([F:12])([F:11])[F:10])[CH:8]=1.